Task: Predict the product of the given reaction.. Dataset: Forward reaction prediction with 1.9M reactions from USPTO patents (1976-2016) (1) Given the reactants [CH2:1]([CH:3]1[O:5][CH2:4]1)[Cl:2].[OH2:6].[OH-].[Na+].[SH2:9], predict the reaction product. The product is: [Cl:2][CH2:1][CH:3]([OH:6])[CH2:4][S:9][CH2:4][CH:3]([OH:5])[CH2:1][Cl:2]. (2) The product is: [Cl:8][C:7]1[N:6]=[C:5]2[C:9]([CH3:13])=[N:10][CH:11]=[CH:12][C:4]2=[N:3][C:2]=1[NH:17][CH:14]1[CH2:16][CH2:15]1. Given the reactants Cl[C:2]1[N:3]=[C:4]2[CH:12]=[CH:11][N:10]=[C:9]([CH3:13])[C:5]2=[N:6][C:7]=1[Cl:8].[CH:14]1([NH2:17])[CH2:16][CH2:15]1.CCN(C(C)C)C(C)C, predict the reaction product. (3) Given the reactants [CH3:1][N:2]([CH3:18])[C:3]([CH:6]1[CH2:10][CH2:9][N:8](CC2C=CC=CC=2)[CH2:7]1)([CH3:5])[CH3:4].[ClH:19], predict the reaction product. The product is: [ClH:19].[CH3:18][N:2]([CH3:1])[C:3]([CH:6]1[CH2:10][CH2:9][NH:8][CH2:7]1)([CH3:5])[CH3:4]. (4) Given the reactants [C:1]([O:5][C:6](=[O:13])[NH:7][CH:8]1[CH2:11][C:10](=[CH2:12])[CH2:9]1)([CH3:4])([CH3:3])[CH3:2].ClC1C=CC=C(C(OO)=[O:22])C=1, predict the reaction product. The product is: [C:1]([O:5][C:6](=[O:13])[NH:7][CH:8]1[CH2:9][C:10]2([O:22][CH2:12]2)[CH2:11]1)([CH3:4])([CH3:3])[CH3:2]. (5) Given the reactants [CH2:1]([O:3][C:4](=[O:32])[CH:5]=[C:6]([C:8]1[N:9]=[CH:10][N:11]([C:13]([C:26]2[CH:31]=[CH:30][CH:29]=[CH:28][CH:27]=2)([C:20]2[CH:25]=[CH:24][CH:23]=[CH:22][CH:21]=2)[C:14]2[CH:19]=[CH:18][CH:17]=[CH:16][CH:15]=2)[CH:12]=1)[CH3:7])[CH3:2], predict the reaction product. The product is: [CH2:1]([O:3][C:4](=[O:32])[CH2:5][CH:6]([C:8]1[N:9]=[CH:10][N:11]([C:13]([C:14]2[CH:15]=[CH:16][CH:17]=[CH:18][CH:19]=2)([C:26]2[CH:27]=[CH:28][CH:29]=[CH:30][CH:31]=2)[C:20]2[CH:25]=[CH:24][CH:23]=[CH:22][CH:21]=2)[CH:12]=1)[CH3:7])[CH3:2]. (6) Given the reactants [CH2:1]([O:3][C:4]([C:6]1[O:10][N:9]=[C:8]([CH2:11][CH2:12]O)[CH:7]=1)=[O:5])[CH3:2].COCCN(S(F)(F)[F:24])CCOC, predict the reaction product. The product is: [CH2:1]([O:3][C:4]([C:6]1[O:10][N:9]=[C:8]([CH2:11][CH2:12][F:24])[CH:7]=1)=[O:5])[CH3:2]. (7) Given the reactants [H-].[Na+].ClC1C2N=C(CC(F)(F)F)[N:9](Cl)C=2C=CC=1.[Cl:19][C:20]1[CH:21]=[C:22]2[C:26](=[CH:27][C:28]=1[Cl:29])[NH:25][C:24]([CH2:30][C:31]([F:34])([F:33])[F:32])=C2.Br[CH2:36][C:37]1[C:38]([C:43]#[N:44])=[CH:39][CH:40]=[CH:41][CH:42]=1.[NH4+].[Cl-], predict the reaction product. The product is: [Cl:29][C:28]1[C:20]([Cl:19])=[CH:21][C:22]2[N:9]([CH2:36][C:37]3[CH:42]=[CH:41][CH:40]=[CH:39][C:38]=3[C:43]#[N:44])[C:24]([CH2:30][C:31]([F:32])([F:33])[F:34])=[N:25][C:26]=2[CH:27]=1. (8) Given the reactants [Cl:1][C:2]1[CH:7]=[CH:6][C:5]([C:8]2[N:9]=[C:10]([NH:20][CH2:21][CH3:22])[S:11][C:12]=2[C:13]2[CH:18]=[CH:17][N:16]=[C:15](Cl)[N:14]=2)=[CH:4][C:3]=1[O:23][CH3:24].[Cl:25][C:26]1[CH:27]=[C:28]([NH2:40])[CH:29]=[CH:30][C:31]=1[O:32][CH2:33][CH2:34][N:35]1[CH2:39][CH2:38][CH2:37][CH2:36]1, predict the reaction product. The product is: [Cl:1][C:2]1[CH:7]=[CH:6][C:5]([C:8]2[N:9]=[C:10]([NH:20][CH2:21][CH3:22])[S:11][C:12]=2[C:13]2[CH:18]=[CH:17][N:16]=[C:15]([NH:40][C:28]3[CH:29]=[CH:30][C:31]([O:32][CH2:33][CH2:34][N:35]4[CH2:36][CH2:37][CH2:38][CH2:39]4)=[C:26]([Cl:25])[CH:27]=3)[N:14]=2)=[CH:4][C:3]=1[O:23][CH3:24].